Dataset: Reaction yield outcomes from USPTO patents with 853,638 reactions. Task: Predict the reaction yield, written as a fraction of the theoretical maximum amount of product (1.0 means a 100% yield; for example, 0.34 means a 34% yield). (1) The reactants are [Mg].[Li+].[Cl-].CC(C[AlH]CC(C)C)C.Br[C:14]1[CH:15]=[C:16]([CH3:24])[C:17]([O:22][CH3:23])=[C:18]([CH:21]=1)[C:19]#[N:20].[Br:25][C:26]1[CH:27]=[C:28]([C:32]([C:40]2[CH:45]=[CH:44][CH:43]=[C:42]([F:46])[C:41]=2[C:47]#[N:48])=[N:33]S(C(C)(C)C)=O)[CH:29]=[CH:30][CH:31]=1.Cl. The catalyst is C1COCC1.CO. The product is [NH2:48][C:47]1[C:41]2[C:40](=[CH:45][CH:44]=[CH:43][C:42]=2[F:46])[C:32]([C:14]2[CH:15]=[C:16]([CH3:24])[C:17]([O:22][CH3:23])=[C:18]([CH:21]=2)[C:19]#[N:20])([C:28]2[CH:29]=[CH:30][CH:31]=[C:26]([Br:25])[CH:27]=2)[N:33]=1. The yield is 0.320. (2) The reactants are C(OC([N:8]1[CH2:13][CH2:12][CH:11]([C:14]2[C:22]3[C:17](=[N:18][CH:19]=[CH:20][CH:21]=3)[NH:16][CH:15]=2)[CH2:10][CH2:9]1)=O)(C)(C)C.C(O)(C(F)(F)F)=O.C(Cl)Cl. No catalyst specified. The product is [NH:8]1[CH2:9][CH2:10][CH:11]([C:14]2[C:22]3[C:17](=[N:18][CH:19]=[CH:20][CH:21]=3)[NH:16][CH:15]=2)[CH2:12][CH2:13]1. The yield is 0.960.